This data is from Reaction yield outcomes from USPTO patents with 853,638 reactions. The task is: Predict the reaction yield, written as a fraction of the theoretical maximum amount of product (1.0 means a 100% yield; for example, 0.34 means a 34% yield). The reactants are [NH2:1][C:2]1[N:7]=[CH:6][C:5]([N:8]2[CH2:13][CH2:12][N:11]([C:14]([O:16][C:17]([CH3:20])([CH3:19])[CH3:18])=[O:15])[CH2:10][C@H:9]2[CH3:21])=[CH:4][CH:3]=1.Br[C:23]1[C:24](=[O:31])[N:25]([CH3:30])[CH:26]=[C:27]([Br:29])[CH:28]=1.C(=O)([O-])[O-].[Cs+].[Cs+].CC1(C)C2C(=C(P(C3C=CC=CC=3)C3C=CC=CC=3)C=CC=2)OC2C(P(C3C=CC=CC=3)C3C=CC=CC=3)=CC=CC1=2. The catalyst is C1C=CC(/C=C/C(/C=C/C2C=CC=CC=2)=O)=CC=1.C1C=CC(/C=C/C(/C=C/C2C=CC=CC=2)=O)=CC=1.C1C=CC(/C=C/C(/C=C/C2C=CC=CC=2)=O)=CC=1.[Pd].[Pd].O1CCOCC1. The product is [Br:29][C:27]1[CH:28]=[C:23]([NH:1][C:2]2[N:7]=[CH:6][C:5]([N:8]3[CH2:13][CH2:12][N:11]([C:14]([O:16][C:17]([CH3:20])([CH3:19])[CH3:18])=[O:15])[CH2:10][C@H:9]3[CH3:21])=[CH:4][CH:3]=2)[C:24](=[O:31])[N:25]([CH3:30])[CH:26]=1. The yield is 0.630.